This data is from Catalyst prediction with 721,799 reactions and 888 catalyst types from USPTO. The task is: Predict which catalyst facilitates the given reaction. (1) Reactant: [C:1]([O:9][CH2:10][C:11]1[S:12][CH:13]=[C:14]([C:16]2[CH:21]=[CH:20][C:19]([CH2:22]O)=[CH:18][CH:17]=2)[N:15]=1)(=[O:8])[C:2]1[CH:7]=[CH:6][CH:5]=[CH:4][CH:3]=1.S(Cl)([Cl:26])=O.CN(C)C=O. Product: [C:1]([O:9][CH2:10][C:11]1[S:12][CH:13]=[C:14]([C:16]2[CH:21]=[CH:20][C:19]([CH2:22][Cl:26])=[CH:18][CH:17]=2)[N:15]=1)(=[O:8])[C:2]1[CH:7]=[CH:6][CH:5]=[CH:4][CH:3]=1. The catalyst class is: 22. (2) Reactant: [H-].[Al+3].[Li+].[H-].[H-].[H-].[CH3:7][O:8][C:9]1[CH:24]=[C:23]([O:25][CH3:26])[CH:22]=[CH:21][C:10]=1[CH2:11][NH:12][C:13]1[N:20]=[CH:19][CH:18]=[CH:17][C:14]=1[C:15]#[N:16]. Product: [NH2:16][CH2:15][C:14]1[C:13]([NH:12][CH2:11][C:10]2[CH:21]=[CH:22][C:23]([O:25][CH3:26])=[CH:24][C:9]=2[O:8][CH3:7])=[N:20][CH:19]=[CH:18][CH:17]=1. The catalyst class is: 7. (3) Reactant: [CH3:1][O:2][C:3]([CH:5]1[CH2:9][CH:8]([OH:10])[CH2:7][N:6]1[C:11]([O:13][C:14]([CH3:17])([CH3:16])[CH3:15])=[O:12])=[O:4].CC(OI1(OC(C)=O)(OC(C)=O)OC(=O)C2C=CC=CC1=2)=O. Product: [CH3:1][O:2][C:3]([CH:5]1[CH2:9][C:8](=[O:10])[CH2:7][N:6]1[C:11]([O:13][C:14]([CH3:17])([CH3:16])[CH3:15])=[O:12])=[O:4]. The catalyst class is: 2. (4) Reactant: [CH2:1]([O:8][C:9](=[O:31])[C:10]([O:14][C:15]1[CH:20]=[CH:19][CH:18]=[C:17]([CH2:21][CH2:22][NH:23][CH2:24][CH2:25][CH2:26][CH2:27][CH2:28][CH2:29][CH3:30])[CH:16]=1)([CH3:13])[CH2:11][CH3:12])[C:2]1[CH:7]=[CH:6][CH:5]=[CH:4][CH:3]=1.[F:32][C:33]1[CH:38]=[C:37]([F:39])[CH:36]=[CH:35][C:34]=1[N:40]=[C:41]=[O:42].C(N(CC)C(C)C)(C)C. Product: [CH2:1]([O:8][C:9](=[O:31])[C:10]([O:14][C:15]1[CH:20]=[CH:19][CH:18]=[C:17]([CH2:21][CH2:22][N:23]([CH2:24][CH2:25][CH2:26][CH2:27][CH2:28][CH2:29][CH3:30])[C:41]([NH:40][C:34]2[CH:35]=[CH:36][C:37]([F:39])=[CH:38][C:33]=2[F:32])=[O:42])[CH:16]=1)([CH3:13])[CH2:11][CH3:12])[C:2]1[CH:7]=[CH:6][CH:5]=[CH:4][CH:3]=1. The catalyst class is: 2. (5) Reactant: [N:1]1([C:5]([C:7]2[N:8]=[CH:9][C:10]([O:13][C:14]3[CH:15]=[C:16]([CH:20]=[C:21]([O:23][C@@H:24]([CH3:28])[CH2:25][O:26][CH3:27])[CH:22]=3)[C:17]([OH:19])=O)=[N:11][CH:12]=2)=[O:6])[CH2:4][CH2:3][CH2:2]1.[CH3:29][C:30]1[N:31]=[CH:32][C:33]([NH2:36])=[N:34][CH:35]=1.CC1CCCO1.CN1CCOCC1.CCCP1(OP(CCC)(=O)OP(CCC)(=O)O1)=O. Product: [N:1]1([C:5]([C:7]2[N:8]=[CH:9][C:10]([O:13][C:14]3[CH:15]=[C:16]([CH:20]=[C:21]([O:23][C@@H:24]([CH3:28])[CH2:25][O:26][CH3:27])[CH:22]=3)[C:17]([NH:36][C:33]3[CH:32]=[N:31][C:30]([CH3:29])=[CH:35][N:34]=3)=[O:19])=[N:11][CH:12]=2)=[O:6])[CH2:4][CH2:3][CH2:2]1. The catalyst class is: 6.